From a dataset of Forward reaction prediction with 1.9M reactions from USPTO patents (1976-2016). Predict the product of the given reaction. (1) Given the reactants [OH:1][C:2]1[CH:7]=[CH:6][C:5]([CH:8]=[CH:9][C:10]([O:12][CH3:13])=[O:11])=[CH:4][CH:3]=1.C([O-])([O-])=O.[K+].[K+].Cl[CH2:21][CH2:22][CH2:23][CH2:24][CH2:25][CH2:26][OH:27], predict the reaction product. The product is: [OH:27][CH2:26][CH2:25][CH2:24][CH2:23][CH2:22][CH2:21][O:1][C:2]1[CH:3]=[CH:4][C:5](/[CH:8]=[CH:9]/[C:10]([O:12][CH3:13])=[O:11])=[CH:6][CH:7]=1. (2) Given the reactants [Si]([O:18][C:19]1[CH:56]=[CH:55][C:22]([O:23][CH2:24][C@@H:25]([OH:54])[CH2:26][NH:27][CH2:28][CH2:29][C:30]2[CH:53]=[CH:52][C:33]([NH:34][CH:35]3[CH2:40][CH2:39][N:38]([C:41]([NH:43][CH2:44][C:45]4[CH:50]=[CH:49][CH:48]=[C:47]([F:51])[CH:46]=4)=[O:42])[CH2:37][CH2:36]3)=[CH:32][CH:31]=2)=[CH:21][CH:20]=1)(C(C)(C)C)(C1C=CC=CC=1)C1C=CC=CC=1, predict the reaction product. The product is: [F:51][C:47]1[CH:46]=[C:45]([CH:50]=[CH:49][CH:48]=1)[CH2:44][NH:43][C:41]([N:38]1[CH2:37][CH2:36][CH:35]([NH:34][C:33]2[CH:32]=[CH:31][C:30]([CH2:29][CH2:28][NH:27][CH2:26][C@H:25]([OH:54])[CH2:24][O:23][C:22]3[CH:55]=[CH:56][C:19]([OH:18])=[CH:20][CH:21]=3)=[CH:53][CH:52]=2)[CH2:40][CH2:39]1)=[O:42]. (3) Given the reactants Br[C:2]1[N:6]([CH2:7][CH3:8])[CH:5]=[N:4][CH:3]=1.C(N1C(I)=CN=C1)C.C([Mg]Cl)(C)C.[CH:22]([C:24]1[CH:25]=[C:26]([CH:29]=[CH:30][CH:31]=1)[C:27]#[N:28])=[O:23], predict the reaction product. The product is: [CH2:7]([N:6]1[C:2]([CH:22]([OH:23])[C:24]2[CH:25]=[C:26]([CH:29]=[CH:30][CH:31]=2)[C:27]#[N:28])=[CH:3][N:4]=[CH:5]1)[CH3:8]. (4) Given the reactants [CH2:1]([NH2:4])[CH:2]=[CH2:3].[F:5][C:6]([F:17])([F:16])[O:7][C:8]1[CH:15]=[CH:14][C:11]([CH2:12]Br)=[CH:10][CH:9]=1.CCN(C(C)C)C(C)C, predict the reaction product. The product is: [F:5][C:6]([F:17])([F:16])[O:7][C:8]1[CH:15]=[CH:14][C:11]([CH2:12][NH:4][CH2:1][CH:2]=[CH2:3])=[CH:10][CH:9]=1. (5) Given the reactants C1(N2C3C(=CC=C(F)C=3OC)C(=O)C(C(OCC)=O)=C2S)CC1.[CH:24]1([N:27]2[C:36]3[C:31](=[CH:32][C:33](F)=[C:34]([F:39])[C:35]=3[O:37][CH3:38])[C:30](=[O:41])[C:29]3[C:42]([OH:47])=[C:43]([C:45]#[N:46])[S:44][C:28]2=3)[CH2:26][CH2:25]1, predict the reaction product. The product is: [CH:24]1([N:27]2[C:36]3[C:31](=[CH:32][CH:33]=[C:34]([F:39])[C:35]=3[O:37][CH3:38])[C:30](=[O:41])[C:29]3[C:42]([OH:47])=[C:43]([C:45]#[N:46])[S:44][C:28]2=3)[CH2:25][CH2:26]1. (6) Given the reactants [NH2:1][C:2]1[CH:3]=[CH:4][C:5]([N:9]2[CH2:13][CH2:12][C@@H:11]([O:14][Si:15]([C:18]([CH3:21])([CH3:20])[CH3:19])([CH3:17])[CH3:16])[CH2:10]2)=[C:6]([F:8])[CH:7]=1.N[C@@H]1CCN(C2C=CC(N3[CH2:38][C@H:37](COC4C=CON=4)[O:36][C:35]3=[O:46])=CC=2F)C1, predict the reaction product. The product is: [CH2:37]([O:36][C:35]([NH:1][C:2]1[CH:3]=[CH:4][C:5]([N:9]2[CH2:13][CH2:12][C@@H:11]([O:14][Si:15]([C:18]([CH3:21])([CH3:20])[CH3:19])([CH3:16])[CH3:17])[CH2:10]2)=[C:6]([F:8])[CH:7]=1)=[O:46])[CH3:38]. (7) Given the reactants [Cl:1][C:2]1[CH:3]=[C:4]([CH:12]=[CH:13][C:14]=1[Cl:15])[O:5][CH:6]1[CH2:11][CH2:10][NH:9][CH2:8][CH2:7]1.[CH:16]([CH:18]1[CH2:23][CH2:22][CH2:21][N:20]([C:24]([O:26][C:27]([CH3:30])([CH3:29])[CH3:28])=[O:25])[CH2:19]1)=O.C(O[BH-](OC(=O)C)OC(=O)C)(=O)C.[Na+].[OH-].[Na+], predict the reaction product. The product is: [NH3:9].[Cl:1][C:2]1[CH:3]=[C:4]([CH:12]=[CH:13][C:14]=1[Cl:15])[O:5][CH:6]1[CH2:11][CH2:10][N:9]([CH2:16][CH:18]2[CH2:23][CH2:22][CH2:21][N:20]([C:24]([O:26][C:27]([CH3:28])([CH3:30])[CH3:29])=[O:25])[CH2:19]2)[CH2:8][CH2:7]1. (8) The product is: [C:31]1([CH:7]([C:1]2[CH:2]=[CH:3][CH:4]=[CH:5][CH:6]=2)[CH2:8][CH2:9][O:10][C:11](=[O:12])[C:13]2[C:18]([C:19]3[CH:24]=[CH:23][CH:22]=[C:21]([Cl:25])[CH:20]=3)=[C:17]([C:26]([N:44]3[CH2:49][CH2:48][NH:47][CH2:46][CH2:45]3)=[O:27])[C:16]([CH3:29])=[N:15][C:14]=2[CH3:30])[CH:36]=[CH:35][CH:34]=[CH:33][CH:32]=1. Given the reactants [C:1]1([CH:7]([C:31]2[CH:36]=[CH:35][CH:34]=[CH:33][CH:32]=2)[CH2:8][CH2:9][O:10][C:11]([C:13]2[CH:18]([C:19]3[CH:24]=[CH:23][CH:22]=[C:21]([Cl:25])[CH:20]=3)[C:17]([C:26](O)=[O:27])=[C:16]([CH3:29])[NH:15][C:14]=2[CH3:30])=[O:12])[CH:6]=[CH:5][CH:4]=[CH:3][CH:2]=1.C(OC([N:44]1[CH2:49][CH2:48][NH:47][CH2:46][CH2:45]1)=O)(C)(C)C.CCN=C=NCCCN(C)C.Cl.Cl, predict the reaction product.